This data is from Forward reaction prediction with 1.9M reactions from USPTO patents (1976-2016). The task is: Predict the product of the given reaction. Given the reactants [ClH:1].[O:2]1[C@@H:14]2[C@@:15]34[CH2:17][CH2:18][NH:19][C@@H:9]([C@:10]3([O:21][CH2:22][CH2:23][CH2:24][C:25]3[CH:30]=[CH:29][CH:28]=[CH:27][CH:26]=3)[CH2:11][CH2:12][C:13]2=[O:20])[CH2:8][C:7]2=[C:16]4[C:3]1=[C:4]([O:31][CH3:32])[CH:5]=[CH:6]2.C(=O)([O-])[O-].[K+].[K+].[CH:39]1([CH2:42]Br)[CH2:41][CH2:40]1, predict the reaction product. The product is: [ClH:1].[CH:39]1([CH2:42][N:19]2[CH2:18][CH2:17][C@:15]34[C:16]5[C:3]6[O:2][C@H:14]3[C:13](=[O:20])[CH2:12][CH2:11][C@@:10]4([O:21][CH2:22][CH2:23][CH2:24][C:25]3[CH:26]=[CH:27][CH:28]=[CH:29][CH:30]=3)[C@H:9]2[CH2:8][C:7]=5[CH:6]=[CH:5][C:4]=6[O:31][CH3:32])[CH2:41][CH2:40]1.